Dataset: Retrosynthesis with 50K atom-mapped reactions and 10 reaction types from USPTO. Task: Predict the reactants needed to synthesize the given product. (1) Given the product COc1c(Br)cc(F)c2c1c(C(C)C(=O)O)cn2C, predict the reactants needed to synthesize it. The reactants are: COC(=O)C(C)c1cn(C)c2c(F)cc(Br)c(OC)c12. (2) Given the product NCc1cccc(S(=O)(=O)Nc2ccc3c(c2)B(O)OC3)c1, predict the reactants needed to synthesize it. The reactants are: N#Cc1cccc(S(=O)(=O)Nc2ccc3c(c2)B(O)OC3)c1. (3) Given the product O=C(O)CSc1nc(Cl)c2sc(N3CCC(Oc4cc(F)ccc4Br)CC3)nc2n1, predict the reactants needed to synthesize it. The reactants are: CCOC(=O)CSc1nc(Cl)c2sc(N3CCC(Oc4cc(F)ccc4Br)CC3)nc2n1.